This data is from Reaction yield outcomes from USPTO patents with 853,638 reactions. The task is: Predict the reaction yield, written as a fraction of the theoretical maximum amount of product (1.0 means a 100% yield; for example, 0.34 means a 34% yield). The reactants are [Br:1][C:2]1[CH:7]=[CH:6][CH:5]=[C:4]([NH:8][C:9]([NH:11]C(=O)C2C=CC=CC=2)=[S:10])[N:3]=1.[OH-].[Na+].Cl.C(=O)(O)[O-].[K+]. No catalyst specified. The product is [Br:1][C:2]1[N:3]=[C:4]([NH:8][C:9]([NH2:11])=[S:10])[CH:5]=[CH:6][CH:7]=1. The yield is 0.940.